The task is: Regression. Given a peptide amino acid sequence and an MHC pseudo amino acid sequence, predict their binding affinity value. This is MHC class II binding data.. This data is from Peptide-MHC class II binding affinity with 134,281 pairs from IEDB. (1) The peptide sequence is LVKYVNGDGDVVAVDIKEKG. The MHC is DRB4_0101 with pseudo-sequence DRB4_0103. The binding affinity (normalized) is 0.341. (2) The peptide sequence is TPTEKDEYCARVNH. The MHC is DRB1_0405 with pseudo-sequence DRB1_0405. The binding affinity (normalized) is 0. (3) The peptide sequence is EIKSTKPEASSGEPVVVHIT. The MHC is DRB1_0802 with pseudo-sequence DRB1_0802. The binding affinity (normalized) is 0.488. (4) The peptide sequence is MRNVFDDVVPADFKV. The MHC is DRB1_0901 with pseudo-sequence DRB1_0901. The binding affinity (normalized) is 0.152. (5) The MHC is HLA-DQA10401-DQB10402 with pseudo-sequence HLA-DQA10401-DQB10402. The binding affinity (normalized) is 0. The peptide sequence is VKGDPVGILYAVFKA. (6) The peptide sequence is VSAIVGAAASVFVCL. The MHC is HLA-DPA10201-DPB10101 with pseudo-sequence HLA-DPA10201-DPB10101. The binding affinity (normalized) is 0.0834.